Dataset: Catalyst prediction with 721,799 reactions and 888 catalyst types from USPTO. Task: Predict which catalyst facilitates the given reaction. (1) Reactant: [CH2:1]([N:8]1[CH2:13][CH2:12][C@H:11]([O:14][C:15]2[CH:16]=[C:17]([NH2:21])[CH:18]=[CH:19][CH:20]=2)[C@H:10]([CH3:22])[CH2:9]1)[C:2]1[CH:7]=[CH:6][CH:5]=[CH:4][CH:3]=1.O1CCOCC1.[Cl:29][C:30]1[CH:38]=[C:37]([F:39])[CH:36]=[CH:35][C:31]=1[C:32](Cl)=[O:33]. Product: [CH2:1]([N:8]1[CH2:13][CH2:12][CH:11]([O:14][C:15]2[CH:16]=[C:17]([NH:21][C:32](=[O:33])[C:31]3[CH:35]=[CH:36][C:37]([F:39])=[CH:38][C:30]=3[Cl:29])[CH:18]=[CH:19][CH:20]=2)[CH:10]([CH3:22])[CH2:9]1)[C:2]1[CH:3]=[CH:4][CH:5]=[CH:6][CH:7]=1. The catalyst class is: 5. (2) Reactant: [OH:1][C@@H:2]1[CH2:25][CH2:24][C@@:23]2([CH3:26])[CH:4]([CH2:5][C@@H:6]([OH:29])[C@@H:7]3[C@@H:22]2[CH2:21][C@H:20]([OH:27])[C@@:19]2([CH3:28])[C@H:8]3[CH2:9][CH2:10][C@@H:11]2[C@H:12]([CH3:18])[CH2:13][CH2:14][CH2:15][O:16][CH3:17])[CH2:3]1.O. Product: [O:1]=[C:2]1[CH2:25][CH2:24][C@@:23]2([CH3:26])[CH:4]([CH2:5][C@@H:6]([OH:29])[C@@H:7]3[C@@H:22]2[CH2:21][C@H:20]([OH:27])[C@@:19]2([CH3:28])[C@H:8]3[CH2:9][CH2:10][C@@H:11]2[C@H:12]([CH3:18])[CH2:13][CH2:14][CH2:15][O:16][CH3:17])[CH2:3]1. The catalyst class is: 11. (3) Reactant: Br[C:2]1[C:3]2[N:4]([N:9]=[CH:10][N:11]=2)[CH:5]=[C:6]([Cl:8])[CH:7]=1.[O:12]1[CH2:15][CH:14]([N:16]2[CH2:21][CH2:20][N:19]([C:22]3[CH:23]=[CH:24][C:25]([NH2:28])=[N:26][CH:27]=3)[CH2:18][CH2:17]2)[CH2:13]1.C(=O)([O-])[O-].[Cs+].[Cs+].CC1(C)C2C(=C(P(C3C=CC=CC=3)C3C=CC=CC=3)C=CC=2)OC2C(P(C3C=CC=CC=3)C3C=CC=CC=3)=CC=CC1=2. Product: [Cl:8][C:6]1[CH:7]=[C:2]([NH:28][C:25]2[CH:24]=[CH:23][C:22]([N:19]3[CH2:20][CH2:21][N:16]([CH:14]4[CH2:13][O:12][CH2:15]4)[CH2:17][CH2:18]3)=[CH:27][N:26]=2)[C:3]2[N:4]([N:9]=[CH:10][N:11]=2)[CH:5]=1. The catalyst class is: 102. (4) Reactant: [N:1]([CH:4]([C:6]1[N:7]=[C:8]2[S:16][CH:15]=[C:14]([CH3:17])[N:9]2[C:10](=[O:13])[C:11]=1Br)[CH3:5])=[N+:2]=[N-:3].[Cl:18][C:19]1[CH:20]=[C:21](B(O)O)[CH:22]=[CH:23][CH:24]=1.C(=O)([O-])[O-].[Na+].[Na+].O. Product: [N:1]([CH:4]([C:6]1[N:7]=[C:8]2[S:16][CH:15]=[C:14]([CH3:17])[N:9]2[C:10](=[O:13])[C:11]=1[C:23]1[CH:22]=[CH:21][CH:20]=[C:19]([Cl:18])[CH:24]=1)[CH3:5])=[N+:2]=[N-:3]. The catalyst class is: 660. (5) Reactant: [C:1](=[O:8])([O:3][C:4]([CH3:7])([CH3:6])[CH3:5])[NH2:2].CC1(C)C2C(=C(P(C3C=CC=CC=3)C3C=CC=CC=3)C=CC=2)OC2C(P(C3C=CC=CC=3)C3C=CC=CC=3)=CC=CC1=2.C(=O)([O-])[O-].[Cs+].[Cs+].Cl[C:58]1[N:63]=[C:62]([N:64]2[CH2:69][CH2:68][CH:67]([N:70]3[CH2:76][CH2:75][C:74]4[CH:77]=[C:78]([O:81][CH3:82])[CH:79]=[CH:80][C:73]=4[NH:72][C:71]3=[O:83])[CH2:66][CH2:65]2)[CH:61]=[C:60]([C:84]([C:86]2[CH:96]=[C:95]([CH3:97])[C:89]3[N:90]([CH3:94])[C:91](=[O:93])[O:92][C:88]=3[CH:87]=2)=[O:85])[CH:59]=1. Product: [CH3:94][N:90]1[C:89]2[C:95]([CH3:97])=[CH:96][C:86]([C:84]([C:60]3[CH:59]=[C:58]([NH:2][C:1](=[O:8])[O:3][C:4]([CH3:7])([CH3:6])[CH3:5])[N:63]=[C:62]([N:64]4[CH2:65][CH2:66][CH:67]([N:70]5[CH2:76][CH2:75][C:74]6[CH:77]=[C:78]([O:81][CH3:82])[CH:79]=[CH:80][C:73]=6[NH:72][C:71]5=[O:83])[CH2:68][CH2:69]4)[CH:61]=3)=[O:85])=[CH:87][C:88]=2[O:92][C:91]1=[O:93]. The catalyst class is: 62. (6) Reactant: C12(P(C34CC5CC(CC(C5)C3)C4)CCCC)CC3CC(CC(C3)C1)C2.[CH:26]1([C@H:30]([NH:32][C:33]2[N:41]=[C:40]([C:42]#[N:43])[N:39]=[C:38]3[C:34]=2[N:35]([CH2:44][C:45]2[CH:50]=[CH:49][C:48]([C:51]([F:54])([F:53])[F:52])=[CH:47][CH:46]=2)[CH:36]=[N:37]3)[CH3:31])[CH2:29][CH2:28][CH2:27]1.Br[C:56]1[CH:57]=[C:58]([CH:62]=[CH:63][C:64]=1[O:65][C:66]([F:69])([F:68])[F:67])[N:59]([CH3:61])[CH3:60].[F-].[Cs+].C(O)(=O)C(C)(C)C. Product: [CH:26]1([C@H:30]([NH:32][C:33]2[N:41]=[C:40]([C:42]#[N:43])[N:39]=[C:38]3[C:34]=2[N:35]([CH2:44][C:45]2[CH:46]=[CH:47][C:48]([C:51]([F:52])([F:53])[F:54])=[CH:49][CH:50]=2)[C:36]([C:56]2[CH:57]=[C:58]([N:59]([CH3:60])[CH3:61])[CH:62]=[CH:63][C:64]=2[O:65][C:66]([F:67])([F:69])[F:68])=[N:37]3)[CH3:31])[CH2:29][CH2:28][CH2:27]1. The catalyst class is: 584. (7) Reactant: [Br:1][C:2]1[CH:7]=[CH:6][C:5]([S:8](Cl)(=[O:10])=[O:9])=[C:4]([CH3:12])[CH:3]=1.[NH2:13][CH2:14][CH2:15][N:16]1[CH2:21][CH2:20][O:19][CH2:18][CH2:17]1.C(N(CC)C(C)C)(C)C. Product: [Br:1][C:2]1[CH:7]=[CH:6][C:5]([S:8]([NH:13][CH2:14][CH2:15][N:16]2[CH2:21][CH2:20][O:19][CH2:18][CH2:17]2)(=[O:10])=[O:9])=[C:4]([CH3:12])[CH:3]=1. The catalyst class is: 7. (8) The catalyst class is: 760. Product: [Cl:7][C:6]1[S:5][C:4]([C:8]([O:10][CH3:11])=[O:9])=[CH:3][C:2]=1[C:17]1[N:13]([CH3:12])[N:14]=[CH:15][C:16]=1[CH3:27]. Reactant: Br[C:2]1[CH:3]=[C:4]([C:8]([O:10][CH3:11])=[O:9])[S:5][C:6]=1[Cl:7].[CH3:12][N:13]1[C:17](B2OC(C)(C)C(C)(C)O2)=[C:16]([CH3:27])[CH:15]=[N:14]1.C([O-])([O-])=O.[K+].[K+]. (9) Reactant: Br[C:2]1[N:3]=[C:4]2[C:10]([C:11]([NH:13][C:14]([CH3:17])([CH3:16])[CH3:15])=[O:12])=[CH:9][N:8]([CH2:18][O:19][CH2:20][CH2:21][Si:22]([CH3:25])([CH3:24])[CH3:23])[C:5]2=[N:6][CH:7]=1.[CH3:26][C:27]1[N:31]=[C:30]([NH2:32])[S:29][N:28]=1.CC1(C)C2C(=C(P(C3C=CC=CC=3)C3C=CC=CC=3)C=CC=2)OC2C(P(C3C=CC=CC=3)C3C=CC=CC=3)=CC=CC1=2.C(=O)([O-])[O-].[Cs+].[Cs+]. Product: [C:14]([NH:13][C:11]([C:10]1[C:4]2[C:5](=[N:6][CH:7]=[C:2]([NH:32][C:30]3[S:29][N:28]=[C:27]([CH3:26])[N:31]=3)[N:3]=2)[N:8]([CH2:18][O:19][CH2:20][CH2:21][Si:22]([CH3:25])([CH3:24])[CH3:23])[CH:9]=1)=[O:12])([CH3:17])([CH3:16])[CH3:15]. The catalyst class is: 62.